From a dataset of Forward reaction prediction with 1.9M reactions from USPTO patents (1976-2016). Predict the product of the given reaction. (1) Given the reactants [C:1]([OH:12])(=O)/[CH:2]=[CH:3]/[CH2:4][CH2:5][CH2:6][CH2:7][CH2:8][CH2:9][CH3:10].[CH2:13]([SH:18])[CH2:14][CH:15]([CH3:17])[CH3:16], predict the reaction product. The product is: [C:1](=[O:12])([S:18][CH2:13][CH2:14][CH:15]([CH3:17])[CH3:16])/[CH:2]=[CH:3]/[CH2:4][CH2:5][CH2:6][CH2:7][CH2:8][CH2:9][CH3:10]. (2) Given the reactants C(O)(C(F)(F)F)=O.[CH3:8][N:9]1[C:13]2[C:14]([CH3:26])=[CH:15][C:16]([NH:18]C(=O)OC(C)(C)C)=[CH:17][C:12]=2[O:11][C:10]1=[O:27], predict the reaction product. The product is: [NH2:18][C:16]1[CH:15]=[C:14]([CH3:26])[C:13]2[N:9]([CH3:8])[C:10](=[O:27])[O:11][C:12]=2[CH:17]=1. (3) Given the reactants [Li+].C[Si]([N-][Si](C)(C)C)(C)C.[N:11]1([C:17]2[CH:31]=[CH:30][C:20]3[NH:21][C:22]([CH2:24][C:25]([O:27]CC)=O)=[N:23][C:19]=3[CH:18]=2)[CH2:16][CH2:15][O:14][CH2:13][CH2:12]1.[NH2:32][C:33]1[CH:38]=[CH:37][N:36]=[CH:35][C:34]=1[C:39]#[N:40], predict the reaction product. The product is: [NH2:40][C:39]1[C:34]2[C:33](=[CH:38][CH:37]=[N:36][CH:35]=2)[NH:32][C:25](=[O:27])[C:24]=1[C:22]1[NH:21][C:20]2[CH:30]=[CH:31][C:17]([N:11]3[CH2:12][CH2:13][O:14][CH2:15][CH2:16]3)=[CH:18][C:19]=2[N:23]=1. (4) Given the reactants O.C(O)(=O)C.[N+:6]([C:9]1[C:10]([NH:19][CH2:20][C:21]([F:24])([F:23])[F:22])=[N:11][CH:12]=[C:13]([C:15]([F:18])([F:17])[F:16])[CH:14]=1)([O-])=O, predict the reaction product. The product is: [F:24][C:21]([F:22])([F:23])[CH2:20][NH:19][C:10]1[C:9]([NH2:6])=[CH:14][C:13]([C:15]([F:16])([F:17])[F:18])=[CH:12][N:11]=1. (5) Given the reactants [NH2:1][C:2]1[CH:29]=[CH:28][C:5]([C:6]([N:8]2[CH2:13][CH2:12][N:11]([CH2:14][C:15]3[CH:16]=[C:17]([CH:25]=[CH:26][CH:27]=3)[C:18]([NH:20][C:21]([CH3:24])([CH3:23])[CH3:22])=[O:19])[CH2:10][CH2:9]2)=[O:7])=[CH:4][C:3]=1[O:30][CH3:31].C1C([N+]([O-])=O)=CC=C([Cl-][C:42]([O-])=[O:43])C=1.[CH3:45][C:46]([CH3:50])([CH3:49])[CH2:47][NH2:48], predict the reaction product. The product is: [C:21]([NH:20][C:18](=[O:19])[C:17]1[CH:25]=[CH:26][CH:27]=[C:15]([CH2:14][N:11]2[CH2:12][CH2:13][N:8]([C:6](=[O:7])[C:5]3[CH:28]=[CH:29][C:2]([NH:1][C:42]([NH:48][CH2:47][C:46]([CH3:50])([CH3:49])[CH3:45])=[O:43])=[C:3]([O:30][CH3:31])[CH:4]=3)[CH2:9][CH2:10]2)[CH:16]=1)([CH3:24])([CH3:23])[CH3:22]. (6) Given the reactants Cl[C:2]1[C:3]2[C:4](=[N:8][N:9]([CH2:11][C:12]3[CH:17]=[CH:16][C:15]([CH2:18][N:19]4[CH:23]=[CH:22][CH:21]=[N:20]4)=[CH:14][CH:13]=3)[CH:10]=2)[N:5]=[CH:6][N:7]=1.[CH3:24][O:25][C:26]1[C:27]([CH3:36])=[C:28]([CH2:34][NH2:35])[C:29]([O:32][CH3:33])=[CH:30][CH:31]=1.CCN(C(C)C)C(C)C, predict the reaction product. The product is: [CH3:24][O:25][C:26]1[C:27]([CH3:36])=[C:28]([CH2:34][NH:35][C:2]2[C:3]3[C:4](=[N:8][N:9]([CH2:11][C:12]4[CH:17]=[CH:16][C:15]([CH2:18][N:19]5[CH:23]=[CH:22][CH:21]=[N:20]5)=[CH:14][CH:13]=4)[CH:10]=3)[N:5]=[CH:6][N:7]=2)[C:29]([O:32][CH3:33])=[CH:30][CH:31]=1. (7) Given the reactants C(O)(C(F)(F)F)=O.[NH2:8][C:9]1[C:14]2[N:15]=[C:16]([S:28][C:29]3[C:37]([S:38][CH3:39])=[CH:36][C:32]4[O:33][CH2:34][O:35][C:31]=4[CH:30]=3)[N:17]([CH2:18][CH2:19][NH:20]C(=O)OC(C)(C)C)[C:13]=2[CH:12]=[CH:11][N:10]=1.C([O-])(O)=O.[Na+], predict the reaction product. The product is: [NH2:20][CH2:19][CH2:18][N:17]1[C:13]2[CH:12]=[CH:11][N:10]=[C:9]([NH2:8])[C:14]=2[N:15]=[C:16]1[S:28][C:29]1[C:37]([S:38][CH3:39])=[CH:36][C:32]2[O:33][CH2:34][O:35][C:31]=2[CH:30]=1. (8) Given the reactants [C:1]([C:5]1[CH:10]=[CH:9][C:8]([OH:11])=[CH:7][CH:6]=1)([CH3:4])([CH3:3])[CH3:2].[H-].[Na+].[CH3:14][N:15]([CH2:17][CH2:18]Br)[CH3:16], predict the reaction product. The product is: [C:1]([C:5]1[CH:6]=[CH:7][C:8]([O:11][CH2:18][CH2:17][N:15]([CH3:16])[CH3:14])=[CH:9][CH:10]=1)([CH3:4])([CH3:2])[CH3:3]. (9) Given the reactants C([O:3][C:4]([C:6]1([NH:13][C:14](=[O:34])[C:15]2[CH:20]=[CH:19][C:18]([O:21][CH3:22])=[C:17]([O:23][CH2:24][C:25](=[O:33])[C:26]3[CH:27]=[C:28]([CH3:32])[CH:29]=[CH:30][CH:31]=3)[CH:16]=2)[CH2:12][CH2:11][CH2:10][CH2:9][CH2:8][CH2:7]1)=[O:5])C.[BH4-].[Na+], predict the reaction product. The product is: [OH:33][CH:25]([C:26]1[CH:27]=[C:28]([CH3:32])[CH:29]=[CH:30][CH:31]=1)[CH2:24][O:23][C:17]1[CH:16]=[C:15]([CH:20]=[CH:19][C:18]=1[O:21][CH3:22])[C:14]([NH:13][C:6]1([C:4]([OH:5])=[O:3])[CH2:12][CH2:11][CH2:10][CH2:9][CH2:8][CH2:7]1)=[O:34]. (10) Given the reactants [NH2:1][C:2]1[C:7]([C:8]#[N:9])=[C:6]([O:10][CH2:11][CH3:12])[N:5]=[C:4]([C:13]([OH:15])=O)[CH:3]=1.CN(C(ON1N=NC2C=CC=CC1=2)=[N+](C)C)C.[B-](F)(F)(F)F.[CH3:38][C:39]1[CH:46]=[CH:45][C:42]([CH2:43][NH2:44])=[CH:41][CH:40]=1, predict the reaction product. The product is: [NH2:1][C:2]1[C:7]([C:8]#[N:9])=[C:6]([O:10][CH2:11][CH3:12])[N:5]=[C:4]([C:13]([NH:44][CH2:43][C:42]2[CH:45]=[CH:46][C:39]([CH3:38])=[CH:40][CH:41]=2)=[O:15])[CH:3]=1.